From a dataset of Catalyst prediction with 721,799 reactions and 888 catalyst types from USPTO. Predict which catalyst facilitates the given reaction. (1) Reactant: [O:1]1[C:6]2([CH2:11][CH2:10][CH:9]([N:12]3[C:17](=[O:18])[C:16]([CH2:19][C:20]4[CH:25]=[CH:24][C:23]([C:26]5[C:27]([C:32]#[N:33])=[CH:28][CH:29]=[CH:30][CH:31]=5)=[CH:22][CH:21]=4)=[C:15]([CH2:34][CH2:35][CH3:36])[N:14]4[N:37]=[CH:38][N:39]=[C:13]34)[CH2:8][CH2:7]2)[O:5][CH2:4][CH2:3][CH2:2]1.C([BH3-])#N.[Na+].O1CCCC1. Product: [OH:1][CH2:2][CH2:3][CH2:4][O:5][C@H:6]1[CH2:11][CH2:10][C@H:9]([N:12]2[C:17](=[O:18])[C:16]([CH2:19][C:20]3[CH:21]=[CH:22][C:23]([C:26]4[C:27]([C:32]#[N:33])=[CH:28][CH:29]=[CH:30][CH:31]=4)=[CH:24][CH:25]=3)=[C:15]([CH2:34][CH2:35][CH3:36])[N:14]3[N:37]=[CH:38][N:39]=[C:13]23)[CH2:8][CH2:7]1. The catalyst class is: 13. (2) Reactant: [C:1]1([C:7]2[N:8]=[C:9]([C:12]3([CH2:18][NH2:19])[CH2:17][CH2:16][O:15][CH2:14][CH2:13]3)[S:10][CH:11]=2)[CH:6]=[CH:5][CH:4]=[CH:3][CH:2]=1.C=O.[C:22](O[BH-](OC(=O)C)OC(=O)C)(=O)C.[Na+]. Product: [CH3:22][NH:19][CH2:18][C:12]1([C:9]2[S:10][CH:11]=[C:7]([C:1]3[CH:2]=[CH:3][CH:4]=[CH:5][CH:6]=3)[N:8]=2)[CH2:13][CH2:14][O:15][CH2:16][CH2:17]1. The catalyst class is: 26. (3) Product: [C:25]([C:22]1[CH:21]=[CH:20][C:19]([N:16]2[CH2:17][CH2:18][C@@H:14]([O:13][C:9]3[CH:8]=[C:7]([CH:12]=[CH:11][CH:10]=3)[C:6]([OH:28])=[O:5])[C:15]2=[O:27])=[CH:24][CH:23]=1)#[N:26]. Reactant: O.[OH-].[Li+].C[O:5][C:6](=[O:28])[C:7]1[CH:12]=[CH:11][CH:10]=[C:9]([O:13][C@@H:14]2[CH2:18][CH2:17][N:16]([C:19]3[CH:24]=[CH:23][C:22]([C:25]#[N:26])=[CH:21][CH:20]=3)[C:15]2=[O:27])[CH:8]=1. The catalyst class is: 7. (4) Reactant: [C:1]([N:5]1[C:9]([C:10]2[CH:15]=[CH:14][C:13]([O:16][CH3:17])=[CH:12][CH:11]=2)=[C:8]([C:18]2[S:19][CH:20]=[C:21]([CH2:23][C:24]([O:26]CC)=[O:25])[N:22]=2)[CH:7]=[N:6]1)([CH3:4])([CH3:3])[CH3:2].[OH-].[Na+]. Product: [C:1]([N:5]1[C:9]([C:10]2[CH:11]=[CH:12][C:13]([O:16][CH3:17])=[CH:14][CH:15]=2)=[C:8]([C:18]2[S:19][CH:20]=[C:21]([CH2:23][C:24]([OH:26])=[O:25])[N:22]=2)[CH:7]=[N:6]1)([CH3:4])([CH3:2])[CH3:3]. The catalyst class is: 353. (5) Reactant: [Cl:1][C:2]1[CH:3]=[C:4]([CH:7]=[CH:8][C:9]=1[O:10][CH3:11])[CH2:5][NH2:6].C[O:13][C:14](=O)/[CH:15]=[C:16](/OC)\[CH2:17]Cl.C(N(CC)CC)C.C(OCC)(=O)C. Product: [Cl:1][C:2]1[CH:3]=[C:4]([CH:7]=[CH:8][C:9]=1[O:10][CH3:11])[CH2:5][N:6]1[CH2:17][CH:16]=[CH:15][C:14]1=[O:13]. The catalyst class is: 10. (6) Reactant: [OH:1][CH:2]1[CH2:6][CH2:5][C:4]([NH:28][C:29]([C:31]2[CH:32]=[N:33][CH:34]=[N:35][CH:36]=2)=[O:30])([C:7](=[O:27])[NH:8][CH2:9][C:10]2[CH:15]=[CH:14][C:13]([NH:16][C:17]3[CH:22]=[CH:21][CH:20]=[CH:19][C:18]=3[C:23]([F:26])([F:25])[F:24])=[CH:12][N:11]=2)[CH2:3]1. Product: [O:1]=[C:2]1[CH2:6][CH2:5][C:4]([NH:28][C:29]([C:31]2[CH:32]=[N:33][CH:34]=[N:35][CH:36]=2)=[O:30])([C:7](=[O:27])[NH:8][CH2:9][C:10]2[CH:15]=[CH:14][C:13]([NH:16][C:17]3[CH:22]=[CH:21][CH:20]=[CH:19][C:18]=3[C:23]([F:24])([F:25])[F:26])=[CH:12][N:11]=2)[CH2:3]1. The catalyst class is: 10. (7) Reactant: [NH2:1][C:2]1[C:3]([N+:10]([O-:12])=[O:11])=[C:4]([CH:7]=[CH:8][N:9]=1)[CH:5]=[O:6].[BH4-].[Na+]. Product: [NH2:1][C:2]1[C:3]([N+:10]([O-:12])=[O:11])=[C:4]([CH2:5][OH:6])[CH:7]=[CH:8][N:9]=1. The catalyst class is: 5. (8) Product: [CH2:1]([C:3]1[C:4]([O:30][CH3:31])=[CH:5][C:6]([O:28][CH3:29])=[C:7]([N:9]2[C:10]3[CH:15]=[C:14]([O:16][C:17]4[CH:18]=[CH:19][CH:20]=[CH:21][CH:22]=4)[C:13]([C:23]([F:24])([F:25])[F:26])=[CH:12][C:11]=3[NH:27][C:32]2=[O:33])[CH:8]=1)[CH3:2]. The catalyst class is: 1. Reactant: [CH2:1]([C:3]1[C:4]([O:30][CH3:31])=[CH:5][C:6]([O:28][CH3:29])=[C:7]([NH:9][C:10]2[C:11]([NH2:27])=[CH:12][C:13]([C:23]([F:26])([F:25])[F:24])=[C:14]([O:16][C:17]3[CH:22]=[CH:21][CH:20]=[CH:19][CH:18]=3)[CH:15]=2)[CH:8]=1)[CH3:2].[C:32](Cl)(Cl)=[O:33].CCN(CC)CC.CCOC(C)=O.CCCCCC. (9) Reactant: CS(O[CH2:6][CH2:7][CH2:8][CH2:9][O:10][C:11]1[CH:12]=[CH:13][C:14]2[CH2:20][CH2:19][NH:18][C:17](=[O:21])[NH:16][C:15]=2[N:22]=1)(=O)=O.[CH2:23]1[C:32]2[C:27](=[CH:28][CH:29]=[CH:30][CH:31]=2)[CH2:26][CH2:25][NH:24]1.C(=O)([O-])[O-].[K+].[K+]. Product: [CH2:23]1[C:32]2[C:27](=[CH:28][CH:29]=[CH:30][CH:31]=2)[CH2:26][CH2:25][N:24]1[CH2:6][CH2:7][CH2:8][CH2:9][O:10][C:11]1[CH:12]=[CH:13][C:14]2[CH2:20][CH2:19][NH:18][C:17](=[O:21])[NH:16][C:15]=2[N:22]=1. The catalyst class is: 10.